From a dataset of Catalyst prediction with 721,799 reactions and 888 catalyst types from USPTO. Predict which catalyst facilitates the given reaction. (1) Reactant: [C:1]1([S:7]([N:10]2[C:14]3=[N:15][CH:16]=[C:17]([S:19][CH3:20])[CH:18]=[C:13]3[CH:12]=[C:11]2[Si](C)(C)C)(=[O:9])=[O:8])[CH:6]=[CH:5][CH:4]=[CH:3][CH:2]=1.[F-].C([N+](CCCC)(CCCC)CCCC)CCC.O1CCCC1.[Cl-].[NH4+]. Product: [C:1]1([S:7]([N:10]2[C:14]3=[N:15][CH:16]=[C:17]([S:19][CH3:20])[CH:18]=[C:13]3[CH:12]=[CH:11]2)(=[O:9])=[O:8])[CH:6]=[CH:5][CH:4]=[CH:3][CH:2]=1. The catalyst class is: 7. (2) The catalyst class is: 2. Product: [CH:5]1([CH2:10][CH:11]([C:20]2[CH:25]=[CH:24][CH:23]=[C:22]([OH:26])[CH:21]=2)[C:12]([NH:14][C:15]2[S:16][CH:17]=[CH:18][N:19]=2)=[O:13])[CH2:9][CH2:8][CH2:7][CH2:6]1. Reactant: B(Br)(Br)Br.[CH:5]1([CH2:10][CH:11]([C:20]2[CH:25]=[CH:24][CH:23]=[C:22]([O:26]C)[CH:21]=2)[C:12]([NH:14][C:15]2[S:16][CH:17]=[CH:18][N:19]=2)=[O:13])[CH2:9][CH2:8][CH2:7][CH2:6]1.[OH-].[NH4+]. (3) Reactant: Br[CH2:2][C:3]1[CH:8]=[CH:7][C:6]([O:9][CH3:10])=[C:5]([Cl:11])[C:4]=1[Cl:12].O.CO.[C-:16]#[N:17].[Na+]. Product: [Cl:12][C:4]1[C:5]([Cl:11])=[C:6]([O:9][CH3:10])[CH:7]=[CH:8][C:3]=1[CH2:2][C:16]#[N:17]. The catalyst class is: 16. (4) Reactant: [CH:1]1[CH:6]=[CH:5][C:4]([CH2:7][O:8][C:9]([NH:11][CH2:12][C:13]([OH:15])=O)=[O:10])=[CH:3][CH:2]=1.ON1C2C=CC=CC=2N=N1.CCN=C=NCCCN(C)C.Cl.[C:38]([O:42][C:43]([N:45]1[CH2:50][CH2:49][CH:48]([CH2:51][NH2:52])[CH2:47][CH2:46]1)=[O:44])([CH3:41])([CH3:40])[CH3:39]. Product: [C:38]([O:42][C:43]([N:45]1[CH2:50][CH2:49][CH:48]([CH2:51][NH:52][C:13](=[O:15])[CH2:12][NH:11][C:9]([O:8][CH2:7][C:4]2[CH:3]=[CH:2][CH:1]=[CH:6][CH:5]=2)=[O:10])[CH2:47][CH2:46]1)=[O:44])([CH3:41])([CH3:40])[CH3:39]. The catalyst class is: 9. (5) Reactant: [Cl:1][C:2]1[CH:10]=[C:9]([Cl:11])[C:8]([C:12]2[C:17]([F:18])=[CH:16][CH:15]=[CH:14][N:13]=2)=[CH:7][C:3]=1[C:4]([OH:6])=O.[NH2:19][C:20]1[N:24]([C:25]2[CH:30]=[CH:29][CH:28]=[CH:27][CH:26]=2)[N:23]=[C:22]([C:31]([O:33][CH2:34][CH3:35])=[O:32])[CH:21]=1.C(N(CC)C(C)C)(C)C.CC1CCCO1.CCCP(=O)=O. Product: [Cl:1][C:2]1[CH:10]=[C:9]([Cl:11])[C:8]([C:12]2[C:17]([F:18])=[CH:16][CH:15]=[CH:14][N:13]=2)=[CH:7][C:3]=1[C:4]([NH:19][C:20]1[N:24]([C:25]2[CH:30]=[CH:29][CH:28]=[CH:27][CH:26]=2)[N:23]=[C:22]([C:31]([O:33][CH2:34][CH3:35])=[O:32])[CH:21]=1)=[O:6]. The catalyst class is: 6. (6) Reactant: [Br:1][C:2]1[CH:7]=[CH:6][C:5]([CH:8]([C:19]2[CH:24]=[CH:23][C:22]([O:25][CH3:26])=[CH:21][CH:20]=2)[NH:9][C@H:10]([C:15]([O:17]C)=[O:16])[CH2:11][CH:12]([CH3:14])[CH3:13])=[CH:4][CH:3]=1.O.[OH-].[Li+]. Product: [Br:1][C:2]1[CH:3]=[CH:4][C:5]([CH:8]([C:19]2[CH:20]=[CH:21][C:22]([O:25][CH3:26])=[CH:23][CH:24]=2)[NH:9][C@H:10]([C:15]([OH:17])=[O:16])[CH2:11][CH:12]([CH3:14])[CH3:13])=[CH:6][CH:7]=1. The catalyst class is: 87.